This data is from Reaction yield outcomes from USPTO patents with 853,638 reactions. The task is: Predict the reaction yield, written as a fraction of the theoretical maximum amount of product (1.0 means a 100% yield; for example, 0.34 means a 34% yield). (1) The reactants are [F:1][C:2]1[CH:3]=[C:4]([C:24]([NH:26][C@@H:27]2[CH2:32][CH2:31][C@H:30]([NH:33]C(=O)OC(C)(C)C)[CH2:29][CH2:28]2)=[O:25])[C:5]([NH:8][C:9]2[CH:14]=[CH:13][CH:12]=[C:11]([O:15][CH2:16][CH2:17][N:18]3[CH2:23][CH2:22][O:21][CH2:20][CH2:19]3)[CH:10]=2)=[N:6][CH:7]=1.C(N1C=CN=C1)(N1C=CN=C1)=O.[H-].[Na+]. The catalyst is CN(C)C=O. The product is [NH2:33][C@@H:30]1[CH2:29][CH2:28][C@H:27]([NH:26][C:24](=[O:25])[C:4]2[CH:3]=[C:2]([F:1])[CH:7]=[N:6][C:5]=2[NH:8][C:9]2[CH:14]=[CH:13][CH:12]=[C:11]([O:15][CH2:16][CH2:17][N:18]3[CH2:23][CH2:22][O:21][CH2:20][CH2:19]3)[CH:10]=2)[CH2:32][CH2:31]1. The yield is 0.940. (2) The reactants are C([N:8]1[CH2:13][CH:12]=[C:11]([CH2:14][O:15][C:16]2[CH:21]=[C:20]([O:22][CH2:23][O:24][CH3:25])[C:19]([F:26])=[CH:18][C:17]=2Br)[CH2:10][CH2:9]1)C1C=CC=CC=1.N(C(C)(C)C#N)=NC(C)(C)C#N.C([SnH](CCCC)CCCC)CCC.[C-]#[Si+].C(N1CCC2(C3C=C(F)C(OCOC)=CC=3OC2)CC1)C1C=CC=CC=1.ClC(OC(Cl)C)=O. The catalyst is C1C=CC=CC=1.ClCCCl.CO. The product is [F:26][C:19]1[C:20]([O:22][CH2:23][O:24][CH3:25])=[CH:21][C:16]2[O:15][CH2:14][C:11]3([CH2:10][CH2:9][NH:8][CH2:13][CH2:12]3)[C:17]=2[CH:18]=1. The yield is 0.900. (3) The reactants are [CH3:1][N:2]1[CH:7]2[CH2:8][CH:9]([OH:11])[CH2:10][CH:3]1[CH:4]1[CH:6]2[O:5]1.C[O:13][C:14](=O)[C:15]([OH:26])([C:21]1[S:22][CH:23]=[CH:24][CH:25]=1)[C:16]1[S:17][CH:18]=[CH:19][CH:20]=1.[H-].[Na+].O. The catalyst is ClCCl. The product is [CH3:1][N:2]1[CH:7]2[CH2:8][CH:9]([O:11][C:14](=[O:13])[C:15]([OH:26])([C:16]3[S:17][CH:18]=[CH:19][CH:20]=3)[C:21]3[S:22][CH:23]=[CH:24][CH:25]=3)[CH2:10][CH:3]1[CH:4]1[CH:6]2[O:5]1. The yield is 0.420. (4) The reactants are [Br:1][C:2]1[C:3]([CH3:23])=[C:4]2[C:9](=[CH:10][C:11]=1[CH3:12])[O:8][C:7](=[O:13])[CH:6]=[C:5]2[C:14]1[CH:19]=[CH:18][C:17]([N+:20]([O-])=O)=[CH:16][CH:15]=1. The catalyst is CCO.C(O)(=O)C.[Fe]. The product is [NH2:20][C:17]1[CH:16]=[CH:15][C:14]([C:5]2[C:4]3[C:9](=[CH:10][C:11]([CH3:12])=[C:2]([Br:1])[C:3]=3[CH3:23])[O:8][C:7](=[O:13])[CH:6]=2)=[CH:19][CH:18]=1. The yield is 0.00800. (5) The reactants are [NH:1]1[C:5]2[CH:6]=[CH:7][C:8]([C:10]([N:12]3[C@@H:21]4[C@@H:16]([C:17]5[CH:25]=[CH:24][C:23]([C:26]([OH:28])=O)=[CH:22][C:18]=5[CH2:19][CH2:20]4)[CH2:15][CH2:14][CH2:13]3)=[O:11])=[CH:9][C:4]=2[N:3]=[CH:2]1.[NH3:29]. No catalyst specified. The product is [NH:1]1[C:5]2[CH:6]=[CH:7][C:8]([C:10]([N:12]3[C@@H:21]4[C@@H:16]([C:17]5[CH:25]=[CH:24][C:23]([C:26]([NH2:29])=[O:28])=[CH:22][C:18]=5[CH2:19][CH2:20]4)[CH2:15][CH2:14][CH2:13]3)=[O:11])=[CH:9][C:4]=2[N:3]=[CH:2]1. The yield is 0.580. (6) The reactants are [N:1]1([CH2:7]/[CH:8]=[CH:9]/[C:10]([O:12]C)=[O:11])[CH2:6][CH2:5][CH2:4][CH2:3][CH2:2]1.Cl. The catalyst is O1CCOCC1. The product is [N:1]1([CH2:7]/[CH:8]=[CH:9]/[C:10]([OH:12])=[O:11])[CH2:6][CH2:5][CH2:4][CH2:3][CH2:2]1. The yield is 0.860. (7) The yield is 0.210. The reactants are [H-].[Na+].[F:3][C:4]1[CH:9]=[CH:8][C:7]([OH:10])=[CH:6][CH:5]=1.[Br:11][C:12]1[CH:13]=[N:14][CH:15]=[C:16](Br)[CH:17]=1.[OH-].[Na+]. The product is [Br:11][C:12]1[CH:13]=[N:14][CH:15]=[C:16]([O:10][C:7]2[CH:8]=[CH:9][C:4]([F:3])=[CH:5][CH:6]=2)[CH:17]=1. The catalyst is CN(C=O)C.O.